Dataset: Catalyst prediction with 721,799 reactions and 888 catalyst types from USPTO. Task: Predict which catalyst facilitates the given reaction. (1) Product: [F:1][C:2]1[C:9]([O:10][CH3:11])=[CH:8][CH:7]=[C:6]([NH2:12])[C:3]=1[NH:4][CH3:5]. Reactant: [F:1][C:2]1[C:9]([O:10][CH3:11])=[CH:8][CH:7]=[C:6]([N+:12]([O-])=O)[C:3]=1[NH:4][CH3:5]. The catalyst class is: 180. (2) Reactant: [CH3:1][C:2]1[CH:7]=[CH:6][N:5]=[CH:4][C:3]=1[N:8]1[CH2:12][CH2:11][NH:10][C:9]1=[O:13].Br[C:15]1[CH:20]=[CH:19][CH:18]=[C:17]([C:21]([F:24])([F:23])[F:22])[CH:16]=1.N[C@@H]1CCCC[C@H]1N.P([O-])([O-])([O-])=O.[K+].[K+].[K+]. Product: [CH3:1][C:2]1[CH:7]=[CH:6][N:5]=[CH:4][C:3]=1[N:8]1[CH2:12][CH2:11][N:10]([C:15]2[CH:20]=[CH:19][CH:18]=[C:17]([C:21]([F:24])([F:23])[F:22])[CH:16]=2)[C:9]1=[O:13]. The catalyst class is: 246. (3) Reactant: [C:1]([C:5]1[CH:12]=[CH:11][C:8]([CH:9]=[O:10])=[CH:7][N:6]=1)([CH3:4])([CH3:3])[CH3:2].[BH4-].[Na+]. Product: [C:1]([C:5]1[N:6]=[CH:7][C:8]([CH2:9][OH:10])=[CH:11][CH:12]=1)([CH3:4])([CH3:2])[CH3:3]. The catalyst class is: 14. (4) Reactant: C(OC([NH:8][CH2:9][C:10]([O:12][CH2:13][CH2:14][CH2:15][CH2:16][O:17][N+:18]([O-:20])=[O:19])=[O:11])=O)(C)(C)C. Product: [NH2:8][CH2:9][C:10]([O:12][CH2:13][CH2:14][CH2:15][CH2:16][O:17][N+:18]([O-:20])=[O:19])=[O:11]. The catalyst class is: 2.